Dataset: Catalyst prediction with 721,799 reactions and 888 catalyst types from USPTO. Task: Predict which catalyst facilitates the given reaction. (1) Reactant: Cl.[C:2]1([N:8]2[C:12]([NH:13][C:14]([NH:16][C@H:17]3[C@H:21]([C:22]4[CH:27]=[CH:26][CH:25]=[CH:24][CH:23]=4)[CH2:20][NH:19][CH2:18]3)=[O:15])=[C:11]3[CH2:28][CH2:29][CH2:30][C:10]3=[N:9]2)[CH:7]=[CH:6][CH:5]=[CH:4][CH:3]=1.[F:31][C:32]([F:40])([F:39])[C:33]([F:38])([F:37])[CH2:34][CH2:35]I.CCN(C(C)C)C(C)C. Product: [F:37][C:33]([F:38])([C:32]([F:40])([F:39])[F:31])[CH2:34][CH2:35][N:19]1[CH2:20][C@@H:21]([C:22]2[CH:23]=[CH:24][CH:25]=[CH:26][CH:27]=2)[C@H:17]([NH:16][C:14]([NH:13][C:12]2[N:8]([C:2]3[CH:7]=[CH:6][CH:5]=[CH:4][CH:3]=3)[N:9]=[C:10]3[CH2:30][CH2:29][CH2:28][C:11]=23)=[O:15])[CH2:18]1. The catalyst class is: 3. (2) Reactant: [CH3:1][C@H:2]1[CH2:7][CH2:6][C@H:5]([C:8]2[CH:15]=[CH:14][C:11]([C:12]#[N:13])=[CH:10][CH:9]=2)[CH2:4][C:3]1=O.[C:17]1(C)C=CC=CC=1.[NH2:24][NH2:25]. Product: [CH3:1][C@@H:2]1[C:7]2[C:6](=[CH:17][NH:24][N:25]=2)[C@@H:5]([C:8]2[CH:15]=[CH:14][C:11]([C:12]#[N:13])=[CH:10][CH:9]=2)[CH2:4][CH2:3]1. The catalyst class is: 5. (3) Reactant: [N:1]1([CH2:6][CH2:7][NH:8][C:9]([C:11]2[CH:16]=[CH:15][C:14]([NH:17][C:18]3[N:19]=[N:20][C:21]4[CH:27]=[C:26]([C:28]5[CH:33]=[C:32]([O:34]C)[CH:31]=[CH:30][C:29]=5[Cl:36])[CH:25]=[C:24]([CH3:37])[C:22]=4[N:23]=3)=[CH:13][N:12]=2)=[O:10])[CH2:5][CH2:4][CH2:3][CH2:2]1.B(Br)(Br)Br.[ClH:42].C(OCC)C. Product: [ClH:36].[N:1]1([CH2:6][CH2:7][NH:8][C:9]([C:11]2[CH:16]=[CH:15][C:14]([NH:17][C:18]3[N:19]=[N:20][C:21]4[CH:27]=[C:26]([C:28]5[CH:33]=[C:32]([OH:34])[CH:31]=[CH:30][C:29]=5[Cl:36])[CH:25]=[C:24]([CH3:37])[C:22]=4[N:23]=3)=[CH:13][N:12]=2)=[O:10])[CH2:2][CH2:3][CH2:4][CH2:5]1.[ClH:42]. The catalyst class is: 61. (4) Product: [CH2:1]([O:8][CH:9]1[CH2:14][CH2:13][CH2:12][CH2:11][CH:10]1[NH:15][C:16](=[O:17])[CH2:18][N:19]1[C:23]([O:24][CH2:25][C:26]2[CH:31]=[CH:30][CH:29]=[CH:28][C:27]=2[C:32]2[CH:33]=[CH:34][C:35]([C:38]([F:40])([F:41])[F:39])=[CH:36][CH:37]=2)=[CH:22][C:21]([C:42]#[N:44])=[N:20]1)[C:2]1[CH:3]=[CH:4][CH:5]=[CH:6][CH:7]=1. Reactant: [CH2:1]([O:8][CH:9]1[CH2:14][CH2:13][CH2:12][CH2:11][CH:10]1[NH:15][C:16]([CH2:18][N:19]1[C:23]([O:24][CH2:25][C:26]2[CH:31]=[CH:30][CH:29]=[CH:28][C:27]=2[C:32]2[CH:37]=[CH:36][C:35]([C:38]([F:41])([F:40])[F:39])=[CH:34][CH:33]=2)=[CH:22][C:21]([C:42]([NH2:44])=O)=[N:20]1)=[O:17])[C:2]1[CH:7]=[CH:6][CH:5]=[CH:4][CH:3]=1.P(Cl)(Cl)(Cl)=O. The catalyst class is: 300. (5) Reactant: [CH3:1][C:2]1[CH:3]=[C:4]([CH:9]=[CH:10][C:11]=1[N+:12]([O-])=O)[C:5]([O:7][CH3:8])=[O:6]. Product: [NH2:12][C:11]1[CH:10]=[CH:9][C:4]([C:5]([O:7][CH3:8])=[O:6])=[CH:3][C:2]=1[CH3:1]. The catalyst class is: 19.